This data is from Forward reaction prediction with 1.9M reactions from USPTO patents (1976-2016). The task is: Predict the product of the given reaction. (1) The product is: [CH2:1]([NH:8][C:9]1[C:14]([N+:15]([O-:17])=[O:16])=[C:13]([NH:18][CH2:19][C:20]2[CH:25]=[CH:24][CH:23]=[CH:22][CH:21]=2)[CH:12]=[C:11]([CH2:26][CH2:27][NH:32][CH2:31][CH2:30][O:29][CH3:28])[N:10]=1)[C:2]1[CH:3]=[CH:4][CH:5]=[CH:6][CH:7]=1. Given the reactants [CH2:1]([NH:8][C:9]1[C:14]([N+:15]([O-:17])=[O:16])=[C:13]([NH:18][CH2:19][C:20]2[CH:25]=[CH:24][CH:23]=[CH:22][CH:21]=2)[CH:12]=[C:11]([CH:26]=[CH2:27])[N:10]=1)[C:2]1[CH:7]=[CH:6][CH:5]=[CH:4][CH:3]=1.[CH3:28][O:29][CH2:30][CH2:31][NH2:32], predict the reaction product. (2) The product is: [F:21][C:2]([F:1])([F:20])[S:3]([O:6][C:7]1[CH:8]=[C:9]2[C:14](=[CH:15][CH:16]=1)[C:13]([CH3:18])([CH3:17])[O:12][CH2:11][CH:10]2[OH:19])(=[O:4])=[O:5]. Given the reactants [F:1][C:2]([F:21])([F:20])[S:3]([O:6][C:7]1[CH:8]=[C:9]2[C:14](=[CH:15][CH:16]=1)[C:13]([CH3:18])([CH3:17])[O:12][CH2:11][C:10]2=[O:19])(=[O:5])=[O:4].[BH4-].[Na+], predict the reaction product. (3) Given the reactants [NH:1]1[C:9]2[C:4](=[N:5][CH:6]=[CH:7][CH:8]=2)[CH:3]=[CH:2]1.O=[C:11]1[CH2:16][CH2:15][N:14]([C:17]([O:19][C:20]([CH3:23])([CH3:22])[CH3:21])=[O:18])[CH2:13][CH2:12]1.[OH-].[K+].C(Cl)Cl.CO, predict the reaction product. The product is: [NH:1]1[C:9]2[C:4](=[N:5][CH:6]=[CH:7][CH:8]=2)[C:3]([C:11]2[CH2:16][CH2:15][N:14]([C:17]([O:19][C:20]([CH3:23])([CH3:22])[CH3:21])=[O:18])[CH2:13][CH:12]=2)=[CH:2]1. (4) Given the reactants C([O-])(=O)C.[NH4+].[C:6]([C:9]1[N:14]=[CH:13][C:12]([NH:15][C:16]2[N:21]=[C:20]([CH2:22][CH2:23][C:24]3[CH:29]=[CH:28][CH:27]=[CH:26][C:25]=3[C:30]3([C:33]([NH2:35])=[O:34])[CH2:32][CH2:31]3)[C:19]([Cl:36])=[CH:18][N:17]=2)=[CH:11][CH:10]=1)(=O)[CH3:7].C([BH3-])#[N:38].[Na+].Cl, predict the reaction product. The product is: [NH2:38][CH:6]([C:9]1[N:14]=[CH:13][C:12]([NH:15][C:16]2[N:21]=[C:20]([CH2:22][CH2:23][C:24]3[CH:29]=[CH:28][CH:27]=[CH:26][C:25]=3[C:30]3([C:33]([NH2:35])=[O:34])[CH2:31][CH2:32]3)[C:19]([Cl:36])=[CH:18][N:17]=2)=[CH:11][CH:10]=1)[CH3:7].